This data is from NCI-60 drug combinations with 297,098 pairs across 59 cell lines. The task is: Regression. Given two drug SMILES strings and cell line genomic features, predict the synergy score measuring deviation from expected non-interaction effect. (1) Drug 1: C1CC(CCC1OC2=C(C(=CC=C2)Cl)F)(CC3=NC(=CC=C3)NC4=NC=CS4)C(=O)O. Drug 2: CC(C)(C#N)C1=CC=C(C=C1)N2C3=C4C=C(C=CC4=NC=C3N(C2=O)C)C5=CC6=CC=CC=C6N=C5. Cell line: HT29. Synergy scores: CSS=54.6, Synergy_ZIP=8.53, Synergy_Bliss=8.67, Synergy_Loewe=-5.20, Synergy_HSA=11.5. (2) Drug 1: CC12CCC3C(C1CCC2=O)CC(=C)C4=CC(=O)C=CC34C. Drug 2: C1=CC(=CC=C1CC(C(=O)O)N)N(CCCl)CCCl.Cl. Cell line: HCC-2998. Synergy scores: CSS=16.7, Synergy_ZIP=-0.987, Synergy_Bliss=-0.172, Synergy_Loewe=-8.52, Synergy_HSA=-1.80. (3) Drug 1: CS(=O)(=O)CCNCC1=CC=C(O1)C2=CC3=C(C=C2)N=CN=C3NC4=CC(=C(C=C4)OCC5=CC(=CC=C5)F)Cl. Drug 2: C1CCC(C(C1)N)N.C(=O)(C(=O)[O-])[O-].[Pt+4]. Cell line: UACC62. Synergy scores: CSS=22.6, Synergy_ZIP=-7.12, Synergy_Bliss=2.81, Synergy_Loewe=-3.81, Synergy_HSA=3.33. (4) Drug 1: C1CC(CCC1OC2=C(C(=CC=C2)Cl)F)(CC3=NC(=CC=C3)NC4=NC=CS4)C(=O)O. Drug 2: CCC1(C2=C(COC1=O)C(=O)N3CC4=CC5=C(C=CC(=C5CN(C)C)O)N=C4C3=C2)O. Cell line: T-47D. Synergy scores: CSS=45.2, Synergy_ZIP=2.19, Synergy_Bliss=1.36, Synergy_Loewe=4.79, Synergy_HSA=8.51. (5) Drug 2: CCC1(C2=C(COC1=O)C(=O)N3CC4=CC5=C(C=CC(=C5CN(C)C)O)N=C4C3=C2)O.Cl. Synergy scores: CSS=34.1, Synergy_ZIP=4.02, Synergy_Bliss=6.20, Synergy_Loewe=-0.241, Synergy_HSA=8.31. Cell line: NCIH23. Drug 1: CN(CCCl)CCCl.Cl. (6) Drug 2: C1CC(=O)NC(=O)C1N2CC3=C(C2=O)C=CC=C3N. Cell line: U251. Synergy scores: CSS=3.80, Synergy_ZIP=-5.08, Synergy_Bliss=-5.11, Synergy_Loewe=-3.91, Synergy_HSA=-2.68. Drug 1: CC12CCC(CC1=CCC3C2CCC4(C3CC=C4C5=CN=CC=C5)C)O. (7) Drug 1: COC1=CC(=CC(=C1O)OC)C2C3C(COC3=O)C(C4=CC5=C(C=C24)OCO5)OC6C(C(C7C(O6)COC(O7)C8=CC=CS8)O)O. Drug 2: CCC1=C2CN3C(=CC4=C(C3=O)COC(=O)C4(CC)O)C2=NC5=C1C=C(C=C5)O. Cell line: NCI-H226. Synergy scores: CSS=42.6, Synergy_ZIP=-11.2, Synergy_Bliss=-1.36, Synergy_Loewe=1.53, Synergy_HSA=3.07. (8) Drug 1: C1=CC(=CC=C1C#N)C(C2=CC=C(C=C2)C#N)N3C=NC=N3. Drug 2: C1=NNC2=C1C(=O)NC=N2. Cell line: IGROV1. Synergy scores: CSS=2.87, Synergy_ZIP=-1.51, Synergy_Bliss=0.0287, Synergy_Loewe=0.548, Synergy_HSA=0.589. (9) Drug 1: CN(C)N=NC1=C(NC=N1)C(=O)N. Drug 2: C1C(C(OC1N2C=NC3=C2NC=NCC3O)CO)O. Cell line: SK-MEL-2. Synergy scores: CSS=1.48, Synergy_ZIP=1.29, Synergy_Bliss=3.97, Synergy_Loewe=-0.749, Synergy_HSA=0.979.